Dataset: Catalyst prediction with 721,799 reactions and 888 catalyst types from USPTO. Task: Predict which catalyst facilitates the given reaction. (1) Reactant: N[C:2]1[C:6]([C:7]([O:9][CH2:10][CH3:11])=[O:8])=[CH:5][NH:4][N:3]=1.[I:12]CI.N(OCCC(C)C)=O. Product: [I:12][C:2]1[C:6]([C:7]([O:9][CH2:10][CH3:11])=[O:8])=[CH:5][NH:4][N:3]=1. The catalyst class is: 13. (2) Reactant: [F:1][C:2]1[CH:9]=[CH:8][CH:7]=[C:6]([F:10])[C:3]=1[CH2:4]Br.[CH2:11]([CH2:13][NH2:14])[OH:12]. Product: [F:1][C:2]1[CH:9]=[CH:8][CH:7]=[C:6]([F:10])[C:3]=1[CH2:4][NH:14][CH2:13][CH2:11][OH:12]. The catalyst class is: 8. (3) Reactant: [CH3:1][O:2][C:3]1[CH:4]=[CH:5][C:6]([C:14](=O)[C:15]([CH3:21])([CH3:20])[C:16](OC)=[O:17])=[C:7]2[C:12]=1[N:11]=[C:10]([CH3:13])[CH:9]=[CH:8]2.O.[NH2:24][NH2:25]. Product: [CH3:1][O:2][C:3]1[CH:4]=[CH:5][C:6]([C:14]2[C:15]([CH3:21])([CH3:20])[C:16](=[O:17])[NH:25][N:24]=2)=[C:7]2[C:12]=1[N:11]=[C:10]([CH3:13])[CH:9]=[CH:8]2. The catalyst class is: 8. (4) Reactant: [C:1]([Si:3]([CH:10]([CH3:12])[CH3:11])([CH:7]([CH3:9])[CH3:8])[CH:4]([CH3:6])[CH3:5])#[CH:2].[Li+].C[Si]([N-][Si](C)(C)C)(C)C.CON(C)[C:26]([C:28]1[CH:33]=[CH:32][N:31]=[CH:30][N:29]=1)=[O:27]. Product: [N:31]1[CH:32]=[CH:33][C:28]([C:26](=[O:27])[C:2]#[C:1][Si:3]([CH:7]([CH3:9])[CH3:8])([CH:4]([CH3:6])[CH3:5])[CH:10]([CH3:12])[CH3:11])=[N:29][CH:30]=1. The catalyst class is: 1. (5) Reactant: [F:1][C:2]([F:32])([F:31])[C:3]1[N:8]2[N:9]=[CH:10][C:11]([C:12]#[C:13][C:14]3[CH:15]=[CH:16][C:17]([NH2:20])=[N:18][CH:19]=3)=[C:7]2[N:6]=[C:5]([C:21]2[CH:26]=[CH:25][C:24]([C:27]([F:30])([F:29])[F:28])=[CH:23][CH:22]=2)[CH:4]=1.[CH3:33][S:34](O[S:34]([CH3:33])(=[O:36])=[O:35])(=[O:36])=[O:35].C(N(CC)CC)C.C([O-])(O)=O.[Na+]. Product: [CH3:33][S:34]([N:20]([C:17]1[CH:16]=[CH:15][C:14]([C:13]#[C:12][C:11]2[CH:10]=[N:9][N:8]3[C:3]([C:2]([F:1])([F:31])[F:32])=[CH:4][C:5]([C:21]4[CH:26]=[CH:25][C:24]([C:27]([F:28])([F:29])[F:30])=[CH:23][CH:22]=4)=[N:6][C:7]=23)=[CH:19][N:18]=1)[S:34]([CH3:33])(=[O:36])=[O:35])(=[O:36])=[O:35]. The catalyst class is: 1. (6) Reactant: [Cl:1][C:2]1[CH:7]=[CH:6][C:5]([C:8]([C:10]2[N:18]3[C:13]([CH:14]=[C:15]([OH:19])[CH:16]=[CH:17]3)=[C:12]([C:20](=[O:26])[CH2:21][C:22]([CH3:25])([CH3:24])[CH3:23])[C:11]=2[CH2:27][C:28]([CH3:35])([CH3:34])[C:29]([O:31][CH2:32][CH3:33])=[O:30])=[O:9])=[CH:4][CH:3]=1.Br[CH2:37][C:38]1[CH:47]=[CH:46][C:45]2[C:40](=[CH:41][CH:42]=[CH:43][CH:44]=2)[N:39]=1.C(=O)([O-])[O-].[K+].[K+]. Product: [Cl:1][C:2]1[CH:3]=[CH:4][C:5]([C:8]([C:10]2[N:18]3[C:13]([CH:14]=[C:15]([O:19][CH2:37][C:38]4[CH:47]=[CH:46][C:45]5[C:40](=[CH:41][CH:42]=[CH:43][CH:44]=5)[N:39]=4)[CH:16]=[CH:17]3)=[C:12]([C:20](=[O:26])[CH2:21][C:22]([CH3:23])([CH3:24])[CH3:25])[C:11]=2[CH2:27][C:28]([CH3:34])([CH3:35])[C:29]([O:31][CH2:32][CH3:33])=[O:30])=[O:9])=[CH:6][CH:7]=1. The catalyst class is: 3. (7) Reactant: [F:1][C:2]([F:11])([F:10])[C:3]1[CH:8]=[CH:7][C:6]([OH:9])=[CH:5][CH:4]=1.C(=O)([O-])[O-].[K+].[K+].Br[CH2:19][C:20]([O:22][CH3:23])=[O:21]. Product: [CH3:23][O:22][C:20](=[O:21])[CH2:19][O:9][C:6]1[CH:5]=[CH:4][C:3]([C:2]([F:10])([F:11])[F:1])=[CH:8][CH:7]=1. The catalyst class is: 21.